Dataset: Catalyst prediction with 721,799 reactions and 888 catalyst types from USPTO. Task: Predict which catalyst facilitates the given reaction. Reactant: Cl.Cl.[S:3]1[CH:7]=[CH:6][N:5]=[C:4]1[N:8]1[CH2:14][CH2:13][CH2:12][NH:11][CH2:10][CH2:9]1. Product: [S:3]1[CH:7]=[CH:6][N:5]=[C:4]1[N:8]1[CH2:14][CH2:13][CH2:12][NH:11][CH2:10][CH2:9]1. The catalyst class is: 74.